This data is from Reaction yield outcomes from USPTO patents with 853,638 reactions. The task is: Predict the reaction yield, written as a fraction of the theoretical maximum amount of product (1.0 means a 100% yield; for example, 0.34 means a 34% yield). (1) The reactants are [CH3:1][O:2][C:3](=[O:15])[CH2:4][C:5]1[CH:10]=[C:9]([CH:11]([CH3:13])[CH3:12])[CH:8]=[C:7](Br)[CH:6]=1.[B:16]1([B:16]2[O:20][C:19]([CH3:22])([CH3:21])[C:18]([CH3:24])([CH3:23])[O:17]2)[O:20][C:19]([CH3:22])([CH3:21])[C:18]([CH3:24])([CH3:23])[O:17]1.C(Cl)Cl.C([O-])(=O)C.[K+]. The product is [CH3:1][O:2][C:3](=[O:15])[CH2:4][C:5]1[CH:6]=[C:7]([B:16]2[O:20][C:19]([CH3:22])([CH3:21])[C:18]([CH3:24])([CH3:23])[O:17]2)[CH:8]=[C:9]([CH:11]([CH3:13])[CH3:12])[CH:10]=1. The catalyst is CS(C)=O. The yield is 0.830. (2) The reactants are [NH2:1][C:2]1[N:10]=[C:9]([O:11][CH3:12])[CH:8]=[C:7]([O:13][CH3:14])[C:3]=1[C:4]([NH2:6])=[O:5].[OH:15][C:16]1[C:23]([CH3:24])=[CH:22][C:19]([CH:20]=O)=[CH:18][C:17]=1[CH3:25].OS([O-])=O.[Na+].CC1C=CC(S(O)(=O)=O)=CC=1. The catalyst is CN(C)C(=O)C. The product is [OH:15][C:16]1[C:23]([CH3:24])=[CH:22][C:19]([C:20]2[NH:6][C:4](=[O:5])[C:3]3[C:7]([O:13][CH3:14])=[CH:8][C:9]([O:11][CH3:12])=[N:10][C:2]=3[N:1]=2)=[CH:18][C:17]=1[CH3:25]. The yield is 0.396.